This data is from Catalyst prediction with 721,799 reactions and 888 catalyst types from USPTO. The task is: Predict which catalyst facilitates the given reaction. Reactant: [O:1]1[C:5]2[CH:6]=[CH:7][C:8]([CH2:10][C:11](=[N:13][NH:14][C:15](=[S:17])[NH2:16])[CH3:12])=[CH:9][C:4]=2[O:3][CH2:2]1.Br[CH2:19][C:20]([C:22]1[CH:27]=[CH:26][CH:25]=[C:24]([N+:28]([O-:30])=[O:29])[CH:23]=1)=O. Product: [O:1]1[C:5]2[CH:6]=[CH:7][C:8]([CH2:10][C:11](=[N:13][NH:14][C:15]3[S:17][CH:19]=[C:20]([C:22]4[CH:27]=[CH:26][CH:25]=[C:24]([N+:28]([O-:30])=[O:29])[CH:23]=4)[N:16]=3)[CH3:12])=[CH:9][C:4]=2[O:3][CH2:2]1. The catalyst class is: 1.